Dataset: Full USPTO retrosynthesis dataset with 1.9M reactions from patents (1976-2016). Task: Predict the reactants needed to synthesize the given product. (1) Given the product [OH:1][CH2:2][CH2:3][N:4]1[C:5]2[C:6]([C:7]([O:9][CH3:10])=[O:8])=[CH:11][CH:12]=[CH:13][C:14]=2[N:15]=[CH:18]1, predict the reactants needed to synthesize it. The reactants are: [OH:1][CH2:2][CH2:3][NH:4][C:5]1[C:14]([N+:15]([O-])=O)=[CH:13][CH:12]=[CH:11][C:6]=1[C:7]([O:9][CH3:10])=[O:8].[CH3:18]O. (2) Given the product [F:1][C:2]1[CH:3]=[CH:4][C:5]([C:8]2[C:21]([C:22]3[CH:27]=[CH:26][C:25](=[O:28])[N:24]([C:29]4[CH:34]=[CH:33][CH:32]=[CH:31][C:30]=4[CH3:35])[N:23]=3)=[C:11]3[NH:12][CH2:13][CH:14]([C:16]([OH:18])=[O:17])[CH2:15][N:10]3[N:9]=2)=[CH:6][CH:7]=1, predict the reactants needed to synthesize it. The reactants are: [F:1][C:2]1[CH:7]=[CH:6][C:5]([C:8]2[C:21]([C:22]3[CH:27]=[CH:26][C:25](=[O:28])[N:24]([C:29]4[CH:34]=[CH:33][CH:32]=[CH:31][C:30]=4[CH3:35])[N:23]=3)=[C:11]3[NH:12][CH2:13][CH:14]([C:16]([O:18]CC)=[O:17])[CH2:15][N:10]3[N:9]=2)=[CH:4][CH:3]=1.[OH-].[Na+].CO.Cl. (3) Given the product [O:1]=[C:2]1[N:6]([C:7]2[CH:8]=[CH:9][C:10]3[C:16](=[O:17])[CH:15]([C:45]([C:43]4[O:44][C:40]([C:34]5[CH:35]=[CH:36][CH:37]=[CH:38][CH:39]=5)=[N:41][N:42]=4)=[O:46])[CH2:14][CH2:13][CH2:12][C:11]=3[CH:18]=2)[CH2:5][C@H:4]([CH2:19][NH:20][C:21](=[O:23])[CH3:22])[O:3]1, predict the reactants needed to synthesize it. The reactants are: [O:1]=[C:2]1[N:6]([C:7]2[CH:8]=[CH:9][C:10]3[C:16](=[O:17])[CH2:15][CH2:14][CH2:13][CH2:12][C:11]=3[CH:18]=2)[CH2:5][C@H:4]([CH2:19][NH:20][C:21](=[O:23])[CH3:22])[O:3]1.[Li+].C[Si]([N-][Si](C)(C)C)(C)C.[C:34]1([C:40]2[O:44][C:43]([C:45](Cl)=[O:46])=[N:42][N:41]=2)[CH:39]=[CH:38][CH:37]=[CH:36][CH:35]=1. (4) Given the product [I:1][C:12]1[CH:13]=[C:7]([N+:4]([O-:6])=[O:5])[CH:8]=[CH:9][C:10]=1[NH2:11], predict the reactants needed to synthesize it. The reactants are: [I:1]Cl.Cl.[N+:4]([C:7]1[CH:13]=[CH:12][C:10]([NH2:11])=[CH:9][CH:8]=1)([O-:6])=[O:5]. (5) Given the product [C:1]([NH:5][C:6]([C:8]1[C:16]2[C:11](=[N:12][CH:13]=[CH:14][N:15]=2)[NH:10][CH:9]=1)=[O:7])([CH3:4])([CH3:2])[CH3:3], predict the reactants needed to synthesize it. The reactants are: [C:1]([NH:5][C:6]([C:8]1[C:16]2[C:11](=[N:12][CH:13]=[C:14](N3C4C(=CC(OC(F)F)=CC=4)C=N3)[N:15]=2)[N:10](COCC[Si](C)(C)C)[CH:9]=1)=[O:7])([CH3:4])([CH3:3])[CH3:2].FC(F)(F)C(O)=O.